From a dataset of Catalyst prediction with 721,799 reactions and 888 catalyst types from USPTO. Predict which catalyst facilitates the given reaction. (1) Reactant: [NH2:1][C:2]1[CH:7]=[CH:6][CH:5]=[CH:4][N:3]=1.N1C=CC=CC=1.Cl[C:15]([O:17][CH2:18][C:19]([Cl:22])([Cl:21])[Cl:20])=[O:16].O. Product: [N:3]1[CH:4]=[CH:5][CH:6]=[CH:7][C:2]=1[NH:1][C:15](=[O:16])[O:17][CH2:18][C:19]([Cl:22])([Cl:21])[Cl:20]. The catalyst class is: 7. (2) Reactant: [CH:1]1([S:4]([C:7]2[CH:12]=[CH:11][C:10]([CH:13]([C:21]3[NH:25][C:24]([C:26]4[S:27][C:28]([CH:31]([OH:33])[CH3:32])=[CH:29][N:30]=4)=[CH:23][CH:22]=3)[CH2:14][CH:15]3[CH2:20][CH2:19][O:18][CH2:17][CH2:16]3)=[CH:9][CH:8]=2)(=[O:6])=[O:5])[CH2:3][CH2:2]1.[Cl:34]N1C(=O)CCC1=O. Product: [Cl:34][C:22]1[CH:23]=[C:24]([C:26]2[S:27][C:28]([CH:31]([OH:33])[CH3:32])=[CH:29][N:30]=2)[NH:25][C:21]=1[CH:13]([C:10]1[CH:11]=[CH:12][C:7]([S:4]([CH:1]2[CH2:3][CH2:2]2)(=[O:5])=[O:6])=[CH:8][CH:9]=1)[CH2:14][CH:15]1[CH2:16][CH2:17][O:18][CH2:19][CH2:20]1. The catalyst class is: 54. (3) Reactant: [ClH:1].[NH2:2][C:3]1[C:12]2[N:13]=[C:14]3[CH2:20][N:19](C(OC(C)(C)C)=O)[CH2:18][CH2:17][CH2:16][N:15]3[C:11]=2[C:10]2[C:5](=[CH:6][C:7]([O:28][CH2:29][C:30]3[CH:35]=[CH:34][CH:33]=[CH:32][CH:31]=3)=[CH:8][CH:9]=2)[N:4]=1.C(OCC)C. Product: [ClH:1].[ClH:1].[CH2:29]([O:28][C:7]1[CH:6]=[C:5]2[C:10]([C:11]3[N:15]4[CH2:16][CH2:17][CH2:18][NH:19][CH2:20][C:14]4=[N:13][C:12]=3[C:3]([NH2:2])=[N:4]2)=[CH:9][CH:8]=1)[C:30]1[CH:31]=[CH:32][CH:33]=[CH:34][CH:35]=1. The catalyst class is: 4.